From a dataset of Forward reaction prediction with 1.9M reactions from USPTO patents (1976-2016). Predict the product of the given reaction. (1) Given the reactants [CH3:1][N:2]1[C:6]2[C:7](=[O:13])[CH2:8][NH:9][S:10](=[O:12])(=[O:11])[C:5]=2[CH:4]=[CH:3]1.[Br:14][CH2:15][CH2:16][CH2:17]Br.C(=O)([O-])[O-].[K+].[K+], predict the reaction product. The product is: [Br:14][CH2:15][CH2:16][CH2:17][N:9]1[CH2:8][C:7](=[O:13])[C:6]2[N:2]([CH3:1])[CH:3]=[CH:4][C:5]=2[S:10]1(=[O:12])=[O:11]. (2) Given the reactants [C:1]1([CH2:17]O)[C:14]2[C:15]3=[C:16]4[C:11](=[CH:12][CH:13]=2)[CH:10]=[CH:9][CH:8]=[C:7]4[CH:6]=[CH:5][C:4]3=[CH:3][CH:2]=1.C1C2C3=C4C(=CC=2)C=CC=C4C=CC3=CC=1.[BH4-].[Na+].S(Cl)([Cl:39])=O, predict the reaction product. The product is: [Cl:39][CH2:17][C:1]1[C:14]2[C:15]3=[C:16]4[C:11](=[CH:12][CH:13]=2)[CH:10]=[CH:9][CH:8]=[C:7]4[CH:6]=[CH:5][C:4]3=[CH:3][CH:2]=1. (3) Given the reactants [NH2:1][C:2]1[S:3][C:4]([C:13]([OH:15])=O)=[C:5]([C:7]2[CH:12]=[CH:11][CH:10]=[CH:9][CH:8]=2)[N:6]=1.Cl.C[N:18]([CH3:27])CCCN=C=NCC.[OH2:28].O[N:30]1[C:34]2[CH:35]=[CH:36][CH:37]=[CH:38][C:33]=2N=N1.[CH2:39]([N:41](CC)[CH2:42][CH3:43])[CH3:40], predict the reaction product. The product is: [NH2:1][C:2]1[S:3][C:4]([C:13]([N:41]2[CH2:42][CH2:43][N:30]([C:34]3[CH:33]=[C:38]([CH:37]=[CH:36][CH:35]=3)[C:27]([NH2:18])=[O:28])[CH2:40][CH2:39]2)=[O:15])=[C:5]([C:7]2[CH:8]=[CH:9][CH:10]=[CH:11][CH:12]=2)[N:6]=1. (4) Given the reactants [F:1][C:2]1[CH:7]=[C:6]([I:8])[CH:5]=[CH:4][C:3]=1[N:9]1[C:14]([N:15]=[CH:16][N:17]([CH3:19])[CH3:18])=[CH:13][C:12](=[O:20])[NH:11][C:10]1=[O:21].N12CCCN=C1CCCCC2.[CH3:33][O:34][C:35]1[CH:42]=[CH:41][C:38]([CH2:39]Cl)=[CH:37][CH:36]=1.C(O)(C)C, predict the reaction product. The product is: [F:1][C:2]1[CH:7]=[C:6]([I:8])[CH:5]=[CH:4][C:3]=1[N:9]1[C:14]([N:15]=[CH:16][N:17]([CH3:18])[CH3:19])=[CH:13][C:12](=[O:20])[N:11]([CH2:39][C:38]2[CH:41]=[CH:42][C:35]([O:34][CH3:33])=[CH:36][CH:37]=2)[C:10]1=[O:21]. (5) Given the reactants OS(O)(=O)=O.[C:6]([OH:23])(=[O:22])[CH2:7][CH2:8][CH2:9][CH2:10][CH2:11][CH2:12][CH2:13][CH2:14][CH2:15][CH2:16][CH2:17][CH2:18][CH2:19][CH2:20][CH3:21].[CH3:24]O, predict the reaction product. The product is: [C:6]([O:23][CH3:24])(=[O:22])[CH2:7][CH2:8][CH2:9][CH2:10][CH2:11][CH2:12][CH2:13][CH2:14][CH2:15][CH2:16][CH2:17][CH2:18][CH2:19][CH2:20][CH3:21]. (6) Given the reactants [Br:1][C:2]1[CH:3]=[C:4]2[C:10]([I:11])=[N:9][NH:8][C:5]2=[N:6][CH:7]=1.[CH3:12][O:13][C:14]1[CH:21]=[CH:20][C:17]([CH2:18]Br)=[CH:16][CH:15]=1.CC([O-])(C)C.[Na+].O, predict the reaction product. The product is: [Br:1][C:2]1[CH:3]=[C:4]2[C:10]([I:11])=[N:9][N:8]([CH2:18][C:17]3[CH:20]=[CH:21][C:14]([O:13][CH3:12])=[CH:15][CH:16]=3)[C:5]2=[N:6][CH:7]=1. (7) Given the reactants [CH3:1][NH:2][CH2:3][CH2:4][CH2:5][CH2:6][CH2:7][C:8]([OH:10])=[O:9].C(=O)([O-])[O-].[K+].[K+].Cl[C:18]([O:20][CH3:21])=[O:19].Cl, predict the reaction product. The product is: [CH3:21][O:20][C:18]([N:2]([CH3:1])[CH2:3][CH2:4][CH2:5][CH2:6][CH2:7][C:8]([OH:10])=[O:9])=[O:19].